Regression. Given two drug SMILES strings and cell line genomic features, predict the synergy score measuring deviation from expected non-interaction effect. From a dataset of NCI-60 drug combinations with 297,098 pairs across 59 cell lines. (1) Drug 1: CN(C)C1=NC(=NC(=N1)N(C)C)N(C)C. Drug 2: CC=C1C(=O)NC(C(=O)OC2CC(=O)NC(C(=O)NC(CSSCCC=C2)C(=O)N1)C(C)C)C(C)C. Cell line: COLO 205. Synergy scores: CSS=47.8, Synergy_ZIP=3.30, Synergy_Bliss=2.14, Synergy_Loewe=-65.5, Synergy_HSA=-2.56. (2) Drug 1: CCC1(CC2CC(C3=C(CCN(C2)C1)C4=CC=CC=C4N3)(C5=C(C=C6C(=C5)C78CCN9C7C(C=CC9)(C(C(C8N6C)(C(=O)OC)O)OC(=O)C)CC)OC)C(=O)OC)O.OS(=O)(=O)O. Drug 2: C1CC(=O)NC(=O)C1N2C(=O)C3=CC=CC=C3C2=O. Cell line: CCRF-CEM. Synergy scores: CSS=-1.57, Synergy_ZIP=-0.917, Synergy_Bliss=-8.47, Synergy_Loewe=-35.4, Synergy_HSA=-11.3.